From a dataset of Catalyst prediction with 721,799 reactions and 888 catalyst types from USPTO. Predict which catalyst facilitates the given reaction. Reactant: C(N)(=O)C1C=CC=CC=1.[NH2:10][C:11]1[N:12]=[CH:13][C:14]([C:19]2[CH:20]=[C:21]([CH:34]=[CH:35][CH:36]=2)[C:22]([NH:24][CH2:25][C:26]2[CH:31]=[CH:30][C:29]([Cl:32])=[CH:28][C:27]=2[F:33])=[O:23])=[N:15][C:16]=1[C:17]#[N:18].[NH:37]([C:39]([C@H:41]1[CH2:46][CH2:45][CH2:44][N:43](C(OC(C)(C)C)=O)[CH2:42]1)=O)[NH2:38]. Product: [NH2:10][C:11]1[N:12]=[CH:13][C:14]([C:19]2[CH:20]=[C:21]([CH:34]=[CH:35][CH:36]=2)[C:22]([NH:24][CH2:25][C:26]2[CH:31]=[CH:30][C:29]([Cl:32])=[CH:28][C:27]=2[F:33])=[O:23])=[N:15][C:16]=1[C:17]1[NH:38][N:37]=[C:39]([CH:41]2[CH2:46][CH2:45][CH2:44][NH:43][CH2:42]2)[N:18]=1. The catalyst class is: 6.